Dataset: Reaction yield outcomes from USPTO patents with 853,638 reactions. Task: Predict the reaction yield, written as a fraction of the theoretical maximum amount of product (1.0 means a 100% yield; for example, 0.34 means a 34% yield). The reactants are [C:1]([O:5][C:6]([NH:8][C:9](=[CH:14][C:15]1[CH:20]=[CH:19][CH:18]=[C:17]([OH:21])[CH:16]=1)[C:10]([O:12][CH3:13])=[O:11])=[O:7])([CH3:4])([CH3:3])[CH3:2]. The catalyst is CO. The product is [C:1]([O:5][C:6]([NH:8][CH:9]([CH2:14][C:15]1[CH:20]=[CH:19][CH:18]=[C:17]([OH:21])[CH:16]=1)[C:10]([O:12][CH3:13])=[O:11])=[O:7])([CH3:4])([CH3:2])[CH3:3]. The yield is 1.00.